This data is from Full USPTO retrosynthesis dataset with 1.9M reactions from patents (1976-2016). The task is: Predict the reactants needed to synthesize the given product. Given the product [NH2:13][C:12]1[S:11][N:10]=[C:9]([CH3:21])[C:8]=1[C:6]([C:5]1[CH:22]=[CH:23][C:2]([Cl:1])=[CH:3][CH:4]=1)=[O:7], predict the reactants needed to synthesize it. The reactants are: [Cl:1][C:2]1[CH:23]=[CH:22][C:5]([C:6]([C:8]2[C:9]([CH3:21])=[N:10][S:11][C:12]=2[NH:13]C(=O)OC(C)(C)C)=[O:7])=[CH:4][CH:3]=1.